This data is from Forward reaction prediction with 1.9M reactions from USPTO patents (1976-2016). The task is: Predict the product of the given reaction. (1) Given the reactants [C:1]([NH:4][C:5]1[CH:10]=[CH:9][C:8]([S:11](Cl)(=[O:13])=[O:12])=[CH:7][CH:6]=1)(=[O:3])[CH3:2].[C:15]([NH2:19])([CH3:18])([CH3:17])[CH3:16], predict the reaction product. The product is: [C:1]([NH:4][C:5]1[CH:10]=[CH:9][C:8]([S:11]([NH:19][C:15]([CH3:18])([CH3:17])[CH3:16])(=[O:13])=[O:12])=[CH:7][CH:6]=1)(=[O:3])[CH3:2]. (2) Given the reactants [NH2:1][C:2](=[N:39][C:40]([O:42][CH2:43][C:44]([CH3:46])=[CH2:45])=[O:41])[C:3]1[CH:8]=[CH:7][C:6]([NH:9][C@@H:10]([C:27]2[NH:31][C:30](=[O:32])[N:29]([C:33]3[N:38]=[CH:37][CH:36]=[CH:35][N:34]=3)[N:28]=2)[C:11]2[C:12]([F:26])=[C:13]([CH:21]=[C:22]([O:24][CH3:25])[CH:23]=2)[O:14][CH2:15][CH2:16][O:17][C:18](=[O:20])[CH3:19])=[CH:5][CH:4]=1.Cl[CH2:48][O:49][C:50](=[O:57])[C:51]([CH3:56])([CH3:55])[CH2:52][O:53][CH3:54].C(=O)([O-])[O-].[Rb+].[Rb+].CN(C)C(=O)C, predict the reaction product. The product is: [C:18]([O:17][CH2:16][CH2:15][O:14][C:13]1[C:12]([F:26])=[C:11]([C@@H:10]([NH:9][C:6]2[CH:5]=[CH:4][C:3]([C:2]([NH2:1])=[N:39][C:40]([O:42][CH2:43][C:44]([CH3:46])=[CH2:45])=[O:41])=[CH:8][CH:7]=2)[C:27]2[N:31]=[C:30]([O:32][CH2:48][O:49][C:50](=[O:57])[C:51]([CH3:56])([CH3:55])[CH2:52][O:53][CH3:54])[N:29]([C:33]3[N:38]=[CH:37][CH:36]=[CH:35][N:34]=3)[N:28]=2)[CH:23]=[C:22]([O:24][CH3:25])[CH:21]=1)(=[O:20])[CH3:19].